Dataset: NCI-60 drug combinations with 297,098 pairs across 59 cell lines. Task: Regression. Given two drug SMILES strings and cell line genomic features, predict the synergy score measuring deviation from expected non-interaction effect. Drug 1: CC1CCC2CC(C(=CC=CC=CC(CC(C(=O)C(C(C(=CC(C(=O)CC(OC(=O)C3CCCCN3C(=O)C(=O)C1(O2)O)C(C)CC4CCC(C(C4)OC)OCCO)C)C)O)OC)C)C)C)OC. Drug 2: C1C(C(OC1N2C=NC(=NC2=O)N)CO)O. Cell line: OVCAR-8. Synergy scores: CSS=22.1, Synergy_ZIP=-7.01, Synergy_Bliss=-3.41, Synergy_Loewe=2.03, Synergy_HSA=2.50.